From a dataset of Full USPTO retrosynthesis dataset with 1.9M reactions from patents (1976-2016). Predict the reactants needed to synthesize the given product. Given the product [F:1][CH:2]([F:11])[CH:3]([OH:10])[CH2:4][C:5]([O:7][CH2:8][CH3:9])=[O:6], predict the reactants needed to synthesize it. The reactants are: [F:1][CH:2]([F:11])[C:3](=[O:10])[CH2:4][C:5]([O:7][CH2:8][CH3:9])=[O:6].[BH4-].[Na+].